This data is from Full USPTO retrosynthesis dataset with 1.9M reactions from patents (1976-2016). The task is: Predict the reactants needed to synthesize the given product. (1) The reactants are: [Br:1][C:2]1[CH:3]=[C:4]([CH:7]=[CH:8][C:9]=1[O:10][CH2:11][CH:12]([CH3:14])[CH3:13])[CH:5]=[O:6].[BH4-].[Na+]. Given the product [Br:1][C:2]1[CH:3]=[C:4]([CH2:5][OH:6])[CH:7]=[CH:8][C:9]=1[O:10][CH2:11][CH:12]([CH3:13])[CH3:14], predict the reactants needed to synthesize it. (2) Given the product [C:1]([O:5][C:6]([C@H:8]1[CH2:12][CH2:11][CH2:10][N:9]1[C:13](=[O:16])[CH2:14][CH2:15][N:21]([CH2:15][CH2:14][C:13]([N:9]1[CH2:10][CH2:11][CH2:12][C@@H:8]1[C:6]([O:5][C:1]([CH3:2])([CH3:4])[CH3:3])=[O:7])=[O:16])[CH2:20][CH2:19][O:18][CH3:17])=[O:7])([CH3:4])([CH3:3])[CH3:2], predict the reactants needed to synthesize it. The reactants are: [C:1]([O:5][C:6]([C@H:8]1[CH2:12][CH2:11][CH2:10][N:9]1[C:13](=[O:16])[CH:14]=[CH2:15])=[O:7])([CH3:4])([CH3:3])[CH3:2].[CH3:17][O:18][CH2:19][CH2:20][NH2:21]. (3) Given the product [F:29][C:30]([F:38])([F:39])[C:31]1[CH:32]=[C:33]([NH:34][C:7]([C:6]2[CH:5]=[C:4]([C:10]3[CH:15]=[CH:14][CH:13]=[CH:12][CH:11]=3)[N:3]([CH2:16][CH2:17][CH2:18][N:19]3[CH2:24][CH2:23][O:22][CH2:21][CH2:20]3)[C:2]=2[CH3:1])=[O:9])[CH:35]=[CH:36][CH:37]=1, predict the reactants needed to synthesize it. The reactants are: [CH3:1][C:2]1[N:3]([CH2:16][CH2:17][CH2:18][N:19]2[CH2:24][CH2:23][O:22][CH2:21][CH2:20]2)[C:4]([C:10]2[CH:15]=[CH:14][CH:13]=[CH:12][CH:11]=2)=[CH:5][C:6]=1[C:7]([OH:9])=O.S(Cl)(Cl)=O.[F:29][C:30]([F:39])([F:38])[C:31]1[CH:32]=[C:33]([CH:35]=[CH:36][CH:37]=1)[NH2:34].CCN(C(C)C)C(C)C. (4) Given the product [C:39]([C:43]1[CH:51]=[CH:50][C:46]([C:6]([NH:7][CH2:8][C:9]2[CH:14]=[CH:13][C:12]([C:15]3[C:16]4[CH:23]=[C:22]([C:24]5[CH:25]=[N:26][N:27]([CH3:29])[CH:28]=5)[NH:21][C:17]=4[N:18]=[CH:19][N:20]=3)=[CH:11][C:10]=2[F:30])=[O:5])=[CH:45][N:44]=1)([CH3:42])([CH3:41])[CH3:40], predict the reactants needed to synthesize it. The reactants are: C([O:5][C:6](=O)[NH:7][CH2:8][C:9]1[CH:14]=[CH:13][C:12]([C:15]2[C:16]3[CH:23]=[C:22]([C:24]4[CH:25]=[N:26][N:27]([CH3:29])[CH:28]=4)[NH:21][C:17]=3[N:18]=[CH:19][N:20]=2)=[CH:11][C:10]=1[F:30])(C)(C)C.C(O)(C(F)(F)F)=O.[C:39]([C:43]1[CH:51]=[CH:50][C:46](C(O)=O)=[CH:45][N:44]=1)([CH3:42])([CH3:41])[CH3:40].CCN(C(C)C)C(C)C.CN(C(ON1N=NC2C=CC=NC1=2)=[N+](C)C)C.F[P-](F)(F)(F)(F)F. (5) Given the product [Br:11][C:9]1[CH:10]=[C:5]([C:19]([OH:18])([CH3:20])[CH3:13])[CH:6]=[N:7][CH:8]=1, predict the reactants needed to synthesize it. The reactants are: C(OC(=O)[C:5]1[CH:10]=[C:9]([Br:11])[CH:8]=[N:7][CH:6]=1)C.[CH3:13][Mg+].[Br-].CC[O:18][CH2:19][CH3:20]. (6) Given the product [C:22]([O:25][C:26](=[O:27])[NH:1][CH2:2][CH:3]([CH2:14][OH:15])[CH2:4][CH2:5][N:6]1[CH:11]=[CH:10][C:9](=[O:12])[NH:8][C:7]1=[O:13])([CH3:24])([CH3:23])[CH3:21], predict the reactants needed to synthesize it. The reactants are: [NH2:1][CH2:2][CH:3]([CH2:14][OH:15])[CH2:4][CH2:5][N:6]1[CH:11]=[CH:10][C:9](=[O:12])[NH:8][C:7]1=[O:13].C([O-])(O)=O.[Na+].[CH3:21][C:22]([O:25][C:26](O[C:26]([O:25][C:22]([CH3:24])([CH3:23])[CH3:21])=[O:27])=[O:27])([CH3:24])[CH3:23]. (7) Given the product [Cl:1][C:2]1[CH:10]=[CH:9][CH:8]=[C:7]2[C:3]=1[C:4]([C:11]([NH:13][CH2:14][C:15]1([OH:23])[CH2:20][CH2:19][CH2:18][C:17]([F:22])([F:21])[CH2:16]1)=[O:12])=[CH:5][N:6]2[CH2:29][CH:26]1[CH2:27][CH2:28][O:24][CH2:25]1, predict the reactants needed to synthesize it. The reactants are: [Cl:1][C:2]1[CH:10]=[CH:9][CH:8]=[C:7]2[C:3]=1[C:4]([C:11]([NH:13][CH2:14][C:15]1([OH:23])[CH2:20][CH2:19][CH2:18][C:17]([F:22])([F:21])[CH2:16]1)=[O:12])=[CH:5][NH:6]2.[O:24]1[CH2:28][CH2:27][CH:26]([CH2:29]O)[CH2:25]1.C(P(=CC#N)(CCCC)CCCC)CCC. (8) Given the product [CH:1]1([C:4]([NH:6][C:7]2[N:8]=[C:9]3[CH:14]=[CH:13][C:12]([S:15][C:16]4[CH:25]=[CH:24][CH:23]=[CH:22][C:17]=4[C:18]([OH:20])=[O:19])=[N:11][N:10]3[CH:26]=2)=[O:5])[CH2:3][CH2:2]1, predict the reactants needed to synthesize it. The reactants are: [CH:1]1([C:4]([NH:6][C:7]2[N:8]=[C:9]3[CH:14]=[CH:13][C:12]([S:15][C:16]4[CH:25]=[CH:24][CH:23]=[CH:22][C:17]=4[C:18]([O:20]C)=[O:19])=[N:11][N:10]3[CH:26]=2)=[O:5])[CH2:3][CH2:2]1.[OH-].[Na+]. (9) Given the product [Cl:13][C:14]1[CH:19]=[CH:18][C:17]([CH:20]([C:22]2[CH:27]=[CH:26][C:25]([Cl:28])=[CH:24][C:23]=2[F:29])[C:9]2[C:8]3[C:12](=[C:4]([CH2:3][S:2][CH3:1])[CH:5]=[CH:6][CH:7]=3)[NH:11][CH:10]=2)=[C:16]([F:30])[CH:15]=1, predict the reactants needed to synthesize it. The reactants are: [CH3:1][S:2][CH2:3][C:4]1[CH:5]=[CH:6][CH:7]=[C:8]2[C:12]=1[NH:11][CH:10]=[CH:9]2.[Cl:13][C:14]1[CH:19]=[CH:18][C:17]([CH:20]([C:22]2[CH:27]=[CH:26][C:25]([Cl:28])=[CH:24][C:23]=2[F:29])O)=[C:16]([F:30])[CH:15]=1.FC1C=CC(C(C2C=CC(F)=CC=2)C2C3C(=C(CSC)C=CC=3)NC=2)=CC=1.